Dataset: Forward reaction prediction with 1.9M reactions from USPTO patents (1976-2016). Task: Predict the product of the given reaction. (1) The product is: [F:22][C:15]1[CH:16]=[C:17]([O:20][CH3:21])[CH:18]=[CH:19][C:14]=1[CH:11]1[CH2:10][CH2:9][NH:8][CH2:13][CH2:12]1. Given the reactants C([N:8]1[CH2:13][CH:12]=[C:11]([C:14]2[CH:19]=[CH:18][C:17]([O:20][CH3:21])=[CH:16][C:15]=2[F:22])[CH2:10][CH2:9]1)C1C=CC=CC=1, predict the reaction product. (2) The product is: [CH3:3][C:4]1([C:9]2[CH:10]=[C:11]([CH2:14][O:15][S:23]([CH3:26])(=[O:25])=[O:24])[S:12][CH:13]=2)[O:5][CH2:6][CH2:7][O:8]1. Given the reactants N#N.[CH3:3][C:4]1([C:9]2[CH:10]=[C:11]([CH2:14][OH:15])[S:12][CH:13]=2)[O:8][CH2:7][CH2:6][O:5]1.CCN(CC)CC.[S:23](Cl)([CH3:26])(=[O:25])=[O:24], predict the reaction product. (3) Given the reactants [C:1]([C:3]1[N:7]([C:8]2[CH:13]=[CH:12][CH:11]=[CH:10][CH:9]=2)[N:6]=[C:5]([CH2:14][O:15][C:16]2[CH:17]=[C:18]3[C:22](=[CH:23][CH:24]=2)[NH:21][CH2:20][CH2:19]3)[CH:4]=1)#[N:2].[C:25]([O:29][C:30](=[O:45])[CH2:31][CH2:32][N:33]([C:38]([O:40][C:41]([CH3:44])([CH3:43])[CH3:42])=[O:39])[CH2:34][C:35](O)=[O:36])([CH3:28])([CH3:27])[CH3:26].CCN(C(C)C)C(C)C.C1C=CC2N(O)N=NC=2C=1.CCN=C=NCCCN(C)C.Cl.C(=O)(O)[O-].[Na+], predict the reaction product. The product is: [C:25]([O:29][C:30](=[O:45])[CH2:31][CH2:32][N:33]([C:38]([O:40][C:41]([CH3:44])([CH3:43])[CH3:42])=[O:39])[CH2:34][C:35]([N:21]1[C:22]2[C:18](=[CH:17][C:16]([O:15][CH2:14][C:5]3[CH:4]=[C:3]([C:1]#[N:2])[N:7]([C:8]4[CH:9]=[CH:10][CH:11]=[CH:12][CH:13]=4)[N:6]=3)=[CH:24][CH:23]=2)[CH2:19][CH2:20]1)=[O:36])([CH3:27])([CH3:28])[CH3:26].